From a dataset of Full USPTO retrosynthesis dataset with 1.9M reactions from patents (1976-2016). Predict the reactants needed to synthesize the given product. (1) Given the product [NH2:17][C:16]1[S:15][C:14]([S:1]([NH2:28])(=[O:3])=[O:2])=[N:13][C:12]=1[C:6]1[CH:11]=[CH:10][CH:9]=[CH:8][CH:7]=1.[NH2:17][C:16]1[S:15][CH:14]=[N:13][C:12]=1[C:6]1[CH:11]=[CH:10][CH:9]=[CH:8][CH:7]=1, predict the reactants needed to synthesize it. The reactants are: [S:1](Cl)(Cl)(=[O:3])=[O:2].[C:6]1([C:12]2[N:13]=[CH:14][S:15][C:16]=2[N:17]2C(=O)C3=CC=CC=C3C2=O)[CH:11]=[CH:10][CH:9]=[CH:8][CH:7]=1.[NH3:28]. (2) Given the product [OH:49][C@@H:42]([C@@H:43]([NH:48][C:16]([C:10]1([NH:9][C:7]([N:1]2[CH2:2][CH2:3][O:4][CH2:5][CH2:6]2)=[O:8])[CH2:11][CH2:12][CH2:13][CH2:14][CH2:15]1)=[O:18])[CH2:44][CH2:45][CH2:46][CH3:47])[C:41]([NH:40][C@H:35]1[CH2:36][CH2:37][CH2:38][CH2:39][C@@H:34]1[OH:33])=[O:50], predict the reactants needed to synthesize it. The reactants are: [N:1]1([C:7]([NH:9][C:10]2([C:16]([OH:18])=O)[CH2:15][CH2:14][CH2:13][CH2:12][CH2:11]2)=[O:8])[CH2:6][CH2:5][O:4][CH2:3][CH2:2]1.C(N(CC)CC)C.C(Cl)(=O)C(C)(C)C.[OH:33][C@H:34]1[CH2:39][CH2:38][CH2:37][CH2:36][C@@H:35]1[NH:40][C:41](=[O:50])[C@@H:42]([OH:49])[C@@H:43]([NH2:48])[CH2:44][CH2:45][CH2:46][CH3:47]. (3) Given the product [C:4]([O:3][C:1]([N:8]1[CH2:14][CH2:13][CH2:12][C@@H:9]1/[CH:10]=[CH:28]\[CH3:29])=[O:2])([CH3:7])([CH3:6])[CH3:5], predict the reactants needed to synthesize it. The reactants are: [C:1]([N:8]1[CH2:14][CH2:13][CH2:12][C@@H:9]1[CH:10]=O)([O:3][C:4]([CH3:7])([CH3:6])[CH3:5])=[O:2].C[Si](C)(C)[N-][Si](C)(C)C.[Li+].C(Cl)Cl.[CH:28]1C=C2C(C(O)(O)C(=O)C2=C[CH:29]=1)=O. (4) Given the product [Cl:40][C:19]1[CH:20]=[CH:21][CH:22]=[CH:23][C:18]=1[C:15]1[N:14]([CH2:24][C:25]([NH:48][C:46]([NH:41][CH2:45][CH2:44][CH2:43][OH:29])=[NH:47])=[O:26])[C:13]([C:10]2[CH:11]=[CH:12][C:7]([O:6][CH2:1][CH2:2][CH2:3][CH:4]=[CH2:5])=[CH:8][CH:9]=2)=[CH:17][CH:16]=1, predict the reactants needed to synthesize it. The reactants are: [CH2:1]([O:6][C:7]1[CH:12]=[CH:11][C:10]([C:13]2[N:14]([CH2:24][C:25](O)=[O:26])[C:15]([C:18]3[CH:23]=[CH:22][CH:21]=[CH:20][CH:19]=3)=[CH:16][CH:17]=2)=[CH:9][CH:8]=1)[CH2:2][CH2:3][CH:4]=[CH2:5].C(N1C=CN=C1)(N1C=CN=C1)=[O:29].[ClH:40].[N:41]1([C:46]([NH2:48])=[NH:47])[CH:45]=[CH:44][CH:43]=N1.CN(C1C=CC=CN=1)C. (5) Given the product [ClH:23].[CH3:18][O:17][C:14]1[CH:13]=[CH:12][C:11]([CH2:10][C@@H:9]([C:19]([O:21][CH3:22])=[O:20])[NH2:8])=[CH:16][CH:15]=1, predict the reactants needed to synthesize it. The reactants are: C(OC([NH:8][C@H:9]([C:19]([O:21][CH3:22])=[O:20])[CH2:10][C:11]1[CH:16]=[CH:15][C:14]([O:17][CH3:18])=[CH:13][CH:12]=1)=O)(C)(C)C.[ClH:23].O1CCOCC1. (6) Given the product [CH3:45][N:42]1[CH2:43][CH2:44][N:39]([C:35]2[C:33]3[CH2:34][C@H:29]([NH:28][C:11](=[O:13])[C:10]4[CH:9]=[CH:8][C:7]([N:4]5[CH2:3][CH2:2][O:1][CH2:6][CH2:5]5)=[CH:15][CH:14]=4)[CH2:30][O:31][C:32]=3[CH:38]=[CH:37][CH:36]=2)[CH2:40][CH2:41]1, predict the reactants needed to synthesize it. The reactants are: [O:1]1[CH2:6][CH2:5][N:4]([C:7]2[CH:15]=[CH:14][C:10]([C:11]([OH:13])=O)=[CH:9][CH:8]=2)[CH2:3][CH2:2]1.C(N1C=CN=C1)(N1C=CN=C1)=O.[NH2:28][C@H:29]1[CH2:34][C:33]2[C:35]([N:39]3[CH2:44][CH2:43][N:42]([CH3:45])[CH2:41][CH2:40]3)=[CH:36][CH:37]=[CH:38][C:32]=2[O:31][CH2:30]1. (7) Given the product [CH3:11][O:12][C:13]1[CH:14]=[CH:15][CH:16]=[C:17]2[C:22]=1[CH:21]([NH2:10])[CH2:20][CH2:19][CH2:18]2, predict the reactants needed to synthesize it. The reactants are: O1C2CCCC([NH2:10])C=2C=C1.[CH3:11][O:12][C:13]1[CH:14]=[CH:15][CH:16]=[C:17]2[C:22]=1[C:21](=O)[CH2:20][CH2:19][CH2:18]2. (8) Given the product [ClH:50].[ClH:50].[CH3:31][N:28]1[CH2:29][CH2:30][N:25]([C:23]2[N:22]=[CH:21][N:20]=[C:19]([N:17]3[C:5](=[O:6])[C:4]([C:10]4[CH:11]=[N:12][CH:13]=[CH:14][CH:15]=4)=[CH:3][NH:18]3)[CH:24]=2)[CH2:26][CH2:27]1, predict the reactants needed to synthesize it. The reactants are: CN(C)[CH:3]=[C:4]([C:10]1[CH:11]=[N:12][CH:13]=[CH:14][CH:15]=1)[C:5](OCC)=[O:6].[NH:17]([C:19]1[CH:24]=[C:23]([N:25]2[CH2:30][CH2:29][N:28]([CH3:31])[CH2:27][CH2:26]2)[N:22]=[CH:21][N:20]=1)[NH2:18].C12(CS(O)(=O)=O)C(C)(C)C(CC1)CC2=O.C[O-].[Na+].[ClH:50]. (9) Given the product [NH2:5][C:8]1[CH:13]=[C:12]([C:14]([F:15])([F:16])[F:17])[CH:11]=[CH:10][C:9]=1[N:18]1[CH2:26][C:25]2[C:20](=[CH:21][CH:22]=[CH:23][CH:24]=2)[CH2:19]1, predict the reactants needed to synthesize it. The reactants are: Cl.[Sn](Cl)Cl.[N+:5]([C:8]1[CH:13]=[C:12]([C:14]([F:17])([F:16])[F:15])[CH:11]=[CH:10][C:9]=1[N:18]1[CH2:26][C:25]2[C:20](=[CH:21][CH:22]=[CH:23][CH:24]=2)[CH2:19]1)([O-])=O.C(=O)(O)[O-].[Na+].